From a dataset of Forward reaction prediction with 1.9M reactions from USPTO patents (1976-2016). Predict the product of the given reaction. (1) The product is: [Br:1][C:2]1[CH:3]=[C:4]([CH:7]=[C:8]([O:14][CH2:13][C:12]([F:16])([F:15])[F:11])[CH:9]=1)[C:5]#[N:6]. Given the reactants [Br:1][C:2]1[CH:3]=[C:4]([CH:7]=[C:8](F)[CH:9]=1)[C:5]#[N:6].[F:11][C:12]([F:16])([F:15])[CH2:13][OH:14].C[Si]([N-][Si](C)(C)C)(C)C.[Na+], predict the reaction product. (2) Given the reactants [C:1]1([C:9]2[CH:14]=[CH:13][CH:12]=[CH:11][CH:10]=2)[C:2]([CH:7]=O)=[CH:3][CH:4]=[CH:5][CH:6]=1.[C:15]([O:19][C:20]([N:22]1[CH2:27][CH2:26][NH:25][CH2:24][CH2:23]1)=[O:21])([CH3:18])([CH3:17])[CH3:16].C(O)(=O)C.C(O[BH-](OC(=O)C)OC(=O)C)(=O)C.[Na+].[OH-].[Na+], predict the reaction product. The product is: [C:15]([O:19][C:20]([N:22]1[CH2:27][CH2:26][N:25]([CH2:7][C:2]2[CH:3]=[CH:4][CH:5]=[CH:6][C:1]=2[C:9]2[CH:14]=[CH:13][CH:12]=[CH:11][CH:10]=2)[CH2:24][CH2:23]1)=[O:21])([CH3:18])([CH3:16])[CH3:17]. (3) Given the reactants [CH2:1]([O:8][C:9]1[CH:10]=[C:11]([C:15]#[C:16][Si](C)(C)C)[CH:12]=[CH:13][CH:14]=1)[CH2:2][CH2:3][CH2:4][CH2:5][CH2:6]C.[F-].[K+], predict the reaction product. The product is: [C:15]([C:11]1[CH:12]=[CH:13][CH:14]=[C:9]([O:8][CH2:1][CH2:2][CH2:3][CH2:4][CH2:5][CH3:6])[CH:10]=1)#[CH:16]. (4) Given the reactants [H-].[Al+3].[Li+].[H-].[H-].[H-].[C:7]([N:15]1[CH2:28][CH2:27][C:26]2[C:25]3[CH:24]=[CH:23][C:22]([C:29]4[CH:34]=[CH:33][CH:32]=[CH:31][CH:30]=4)=[CH:21][C:20]=3[NH:19][C:18]=2[CH2:17][CH2:16]1)(=O)[C:8]1[CH:13]=[CH:12][CH:11]=[CH:10][CH:9]=1.CCOC(C)=O.CCCCCCC, predict the reaction product. The product is: [CH2:7]([N:15]1[CH2:28][CH2:27][C:26]2[C:25]3[CH:24]=[CH:23][C:22]([C:29]4[CH:34]=[CH:33][CH:32]=[CH:31][CH:30]=4)=[CH:21][C:20]=3[NH:19][C:18]=2[CH2:17][CH2:16]1)[C:8]1[CH:9]=[CH:10][CH:11]=[CH:12][CH:13]=1. (5) The product is: [F:1][C@H:2]1[C@@H:7]([OH:8])[CH2:6][CH2:5][N:4]([C:27]([O:29][C:30]([CH3:31])([CH3:32])[CH3:33])=[O:28])[CH2:3]1. Given the reactants [F:1][C@H:2]1[C@@H:7]([OH:8])[CH2:6][CH2:5][N:4](C(OCC2C=CC=CC=2)=O)[CH2:3]1.[CH3:31][C:30]([O:29][C:27](O[C:27]([O:29][C:30]([CH3:33])([CH3:32])[CH3:31])=[O:28])=[O:28])([CH3:33])[CH3:32], predict the reaction product. (6) Given the reactants Br[CH2:2][C:3]([NH2:5])=[O:4].[NH2:6][C@H:7]1[CH2:12][CH2:11][C@H:10]([CH2:13][NH:14][C:15]2[C:20]([C:21]#[N:22])=[CH:19][N:18]=[C:17]([NH:23][CH2:24][C:25]3[CH:30]=[CH:29][CH:28]=[CH:27][C:26]=3[O:31][C:32]([F:35])([F:34])[F:33])[N:16]=2)[CH2:9][CH2:8]1.CCN(C(C)C)C(C)C, predict the reaction product. The product is: [C:21]([C:20]1[C:15]([NH:14][CH2:13][C@H:10]2[CH2:9][CH2:8][C@H:7]([NH:6][CH2:2][C:3]([NH2:5])=[O:4])[CH2:12][CH2:11]2)=[N:16][C:17]([NH:23][CH2:24][C:25]2[CH:30]=[CH:29][CH:28]=[CH:27][C:26]=2[O:31][C:32]([F:33])([F:34])[F:35])=[N:18][CH:19]=1)#[N:22]. (7) The product is: [O:19]=[S:11]1(=[O:20])[C:12]2[CH:18]=[CH:17][CH:16]=[CH:15][C:13]=2[NH:14][C:9]([C:6]2[C:7](=[O:8])[N:2]([N:1]=[CH:30][C:29]3[S:25][CH:26]=[N:27][CH:28]=3)[C:3]3[CH:24]=[CH:23][S:22][C:4]=3[C:5]=2[OH:21])=[N:10]1. Given the reactants [NH2:1][N:2]1[C:7](=[O:8])[C:6]([C:9]2[NH:14][C:13]3[CH:15]=[CH:16][CH:17]=[CH:18][C:12]=3[S:11](=[O:20])(=[O:19])[N:10]=2)=[C:5]([OH:21])[C:4]2[S:22][CH:23]=[CH:24][C:3]1=2.[S:25]1[C:29]([CH:30]=O)=[CH:28][N:27]=[CH:26]1, predict the reaction product.